From a dataset of Full USPTO retrosynthesis dataset with 1.9M reactions from patents (1976-2016). Predict the reactants needed to synthesize the given product. (1) Given the product [NH2:6][CH2:4][C@H:2]([NH:1][C:7](=[O:8])[O:9][C:10]([CH3:13])([CH3:12])[CH3:11])[CH3:3], predict the reactants needed to synthesize it. The reactants are: [NH:1]([C:7]([O:9][C:10]([CH3:13])([CH3:12])[CH3:11])=[O:8])[C@@H:2]([C:4]([NH2:6])=O)[CH3:3]. (2) The reactants are: S(Cl)(Cl)=O.[C:5]1([C:15]2[CH:20]=[CH:19][CH:18]=[CH:17][CH:16]=2)[CH:10]=[CH:9][C:8]([CH2:11][C:12]([OH:14])=O)=[CH:7][CH:6]=1.[F:21][C:22]1[CH:23]=[C:24]([CH:26]=[CH:27][CH:28]=1)[NH2:25]. Given the product [F:21][C:22]1[CH:23]=[C:24]([NH:25][C:12](=[O:14])[CH2:11][C:8]2[CH:7]=[CH:6][C:5]([C:15]3[CH:20]=[CH:19][CH:18]=[CH:17][CH:16]=3)=[CH:10][CH:9]=2)[CH:26]=[CH:27][CH:28]=1, predict the reactants needed to synthesize it. (3) Given the product [Cl:1][C:2]1[CH:3]=[C:4]([CH3:12])[C:5]2[O:9][C:8]([N:17]3[CH2:18][CH2:19][CH2:20][N:14]([CH3:13])[CH2:15][CH2:16]3)=[N:7][C:6]=2[CH:11]=1, predict the reactants needed to synthesize it. The reactants are: [Cl:1][C:2]1[CH:3]=[C:4]([CH3:12])[C:5]2[O:9][C:8](S)=[N:7][C:6]=2[CH:11]=1.[CH3:13][N:14]1[CH2:20][CH2:19][CH2:18][NH:17][CH2:16][CH2:15]1. (4) Given the product [F:17][C:2]([F:1])([F:16])[C:3]1[CH:8]=[CH:7][N:6]=[C:5]([CH2:9][CH:10]2[CH2:14][CH2:13][CH2:12][C:11]2=[O:15])[CH:4]=1, predict the reactants needed to synthesize it. The reactants are: [F:1][C:2]([F:17])([F:16])[C:3]1[CH:8]=[CH:7][N:6]=[C:5]([CH:9]=[C:10]2[CH2:14][CH2:13][CH2:12][C:11]2=[O:15])[CH:4]=1.[H][H]. (5) Given the product [O:1]1[CH2:6][CH2:5][CH2:4][CH2:3][CH:2]1[N:7]1[C:11]2[CH:12]=[CH:13][C:14]([CH:16]([NH2:19])[CH2:17][CH3:18])=[CH:15][C:10]=2[N:9]=[CH:8]1, predict the reactants needed to synthesize it. The reactants are: [O:1]1[CH2:6][CH2:5][CH2:4][CH2:3][CH:2]1[N:7]1[C:11]2[CH:12]=[CH:13][C:14]([C:16](=[N:19]O)[CH2:17][CH3:18])=[CH:15][C:10]=2[N:9]=[CH:8]1. (6) Given the product [Cl:1][C:2]1[CH:18]=[CH:17][C:5]2[CH2:6][CH2:7][N:8]([C:11](=[O:16])[C:12]([F:15])([F:14])[F:13])[CH2:9][CH2:10][C:4]=2[C:3]=1[NH:27][CH2:28][C:29]1[CH:37]=[CH:36][CH:35]=[C:34]2[C:30]=1[CH:31]=[CH:32][N:33]2[CH3:38], predict the reactants needed to synthesize it. The reactants are: [Cl:1][C:2]1[CH:18]=[CH:17][C:5]2[CH2:6][CH2:7][N:8]([C:11](=[O:16])[C:12]([F:15])([F:14])[F:13])[CH2:9][CH2:10][C:4]=2[C:3]=1OS(C(F)(F)F)(=O)=O.[NH2:27][CH2:28][C:29]1[CH:37]=[CH:36][CH:35]=[C:34]2[C:30]=1[CH:31]=[CH:32][N:33]2[CH3:38]. (7) Given the product [CH:7]1([C:10]2[O:14][N:13]=[C:12]([CH2:15][O:16][C:17]3[C:22]([CH3:23])=[CH:21][CH:20]=[CH:19][C:18]=3[CH3:24])[C:11]=2[CH2:25][OH:26])[CH2:8][CH2:9]1, predict the reactants needed to synthesize it. The reactants are: [H-].[H-].[H-].[H-].[Li+].[Al+3].[CH:7]1([C:10]2[O:14][N:13]=[C:12]([CH2:15][O:16][C:17]3[C:22]([CH3:23])=[CH:21][CH:20]=[CH:19][C:18]=3[CH3:24])[C:11]=2[C:25](OCC)=[O:26])[CH2:9][CH2:8]1.